From a dataset of Forward reaction prediction with 1.9M reactions from USPTO patents (1976-2016). Predict the product of the given reaction. (1) Given the reactants [F:1][C:2]([F:14])([F:13])[O:3][C:4]1[CH:5]=[C:6]([CH:10]=[CH:11][CH:12]=1)[C:7](Cl)=[O:8].[CH2:15]([NH:22][C:23]([C:25]1[S:29][C:28]([NH2:30])=[N:27][C:26]=1[CH3:31])=[O:24])[C:16]1[CH:21]=[CH:20][CH:19]=[CH:18][CH:17]=1, predict the reaction product. The product is: [CH2:15]([NH:22][C:23]([C:25]1[S:29][C:28]([NH:30][C:7](=[O:8])[C:6]2[CH:10]=[CH:11][CH:12]=[C:4]([O:3][C:2]([F:14])([F:13])[F:1])[CH:5]=2)=[N:27][C:26]=1[CH3:31])=[O:24])[C:16]1[CH:21]=[CH:20][CH:19]=[CH:18][CH:17]=1. (2) Given the reactants [C:1]([O:5][C:6]([N:8]1[CH2:13][CH2:12][CH:11]([CH2:14][NH:15][C:16]2[C:21]([O:22][CH3:23])=[N:20][CH:19]=[CH:18][N:17]=2)[CH2:10][CH2:9]1)=[O:7])([CH3:4])([CH3:3])[CH3:2].N1C=CC=CC=1.[Br:30]Br, predict the reaction product. The product is: [C:1]([O:5][C:6]([N:8]1[CH2:9][CH2:10][CH:11]([CH2:14][NH:15][C:16]2[C:21]([O:22][CH3:23])=[N:20][C:19]([Br:30])=[CH:18][N:17]=2)[CH2:12][CH2:13]1)=[O:7])([CH3:4])([CH3:3])[CH3:2]. (3) Given the reactants [C:1]([N:8]1[CH2:13][CH2:12][NH:11][CH2:10][CH2:9]1)([O:3][C:4]([CH3:7])([CH3:6])[CH3:5])=[O:2].C([O-])([O-])=O.[K+].[K+].[Cl:20][C:21]1[C:26](Cl)=[N:25][CH:24]=[CH:23][N:22]=1, predict the reaction product. The product is: [Cl:20][C:21]1[C:26]([N:11]2[CH2:10][CH2:9][N:8]([C:1]([O:3][C:4]([CH3:7])([CH3:6])[CH3:5])=[O:2])[CH2:13][CH2:12]2)=[N:25][CH:24]=[CH:23][N:22]=1. (4) Given the reactants [C:1]([NH:4][C:5]1[S:6][CH:7]=[C:8]([C:10]([NH2:12])=O)[N:9]=1)(=[O:3])[CH3:2].C1(C)C=CC(S(Cl)(=O)=O)=CC=1.C(OCC)(=O)C.O, predict the reaction product. The product is: [C:1]([NH:4][C:5]1[S:6][CH:7]=[C:8]([C:10]#[N:12])[N:9]=1)(=[O:3])[CH3:2].